From a dataset of Catalyst prediction with 721,799 reactions and 888 catalyst types from USPTO. Predict which catalyst facilitates the given reaction. (1) Reactant: [Li+].C[Si]([N-][Si](C)(C)C)(C)C.[Br:11][C:12]1[CH:17]=[C:16]([CH3:18])[C:15]([SH:19])=[C:14]([CH3:20])[CH:13]=1.[Cl:21][C:22]1[N:27]=[C:26]([CH3:28])[C:25]([N+:29]([O-:31])=[O:30])=[C:24](Cl)[N:23]=1. Product: [Br:11][C:12]1[CH:17]=[C:16]([CH3:18])[C:15]([S:19][C:24]2[C:25]([N+:29]([O-:31])=[O:30])=[C:26]([CH3:28])[N:27]=[C:22]([Cl:21])[N:23]=2)=[C:14]([CH3:20])[CH:13]=1. The catalyst class is: 1. (2) Reactant: C([O:5][C:6](=[O:26])[CH:7]([C:15]1[CH:20]=[C:19]([F:21])[CH:18]=[C:17]([NH2:22])[C:16]=1[N+:23]([O-:25])=[O:24])C(OC(C)(C)C)=O)(C)(C)C.O. Product: [NH2:22][C:17]1[C:16]([N+:23]([O-:25])=[O:24])=[C:15]([CH2:7][C:6]([OH:26])=[O:5])[CH:20]=[C:19]([F:21])[CH:18]=1. The catalyst class is: 89. (3) Reactant: P(Cl)(Cl)(Cl)=O.C(N(CC)CC)C.[NH:13]1[CH:17]=[N:16][CH:15]=[N:14]1.[C:18]([O:21][C@@H:22]1[C@H:26]([O:27][C:28](=[O:30])[CH3:29])[C@@H:25]([CH2:31][O:32][C:33](=[O:35])[CH3:34])[O:24][C@H:23]1[N:36]1[C:45]2[N:44]=[CH:43][N:42]=[C:40](O)[C:39]=2[N:38]=[CH:37]1)(=[O:20])[CH3:19]. Product: [N:13]1([C:40]2[N:42]=[CH:43][N:44]=[C:45]3[C:39]=2[N:38]=[CH:37][N:36]3[C@@H:23]2[O:24][C@H:25]([CH2:31][O:32][C:33](=[O:35])[CH3:34])[C@@H:26]([O:27][C:28](=[O:30])[CH3:29])[C@H:22]2[O:21][C:18](=[O:20])[CH3:19])[CH:17]=[N:16][CH:15]=[N:14]1. The catalyst class is: 10. (4) Product: [CH2:5]([C:9]1([CH:13]([OH:14])[C:1]#[CH:2])[CH2:12][CH2:11][CH2:10]1)[CH2:6][CH2:7][CH3:8]. The catalyst class is: 1. Reactant: [C:1]([Mg]Br)#[CH:2].[CH2:5]([C:9]1([CH:13]=[O:14])[CH2:12][CH2:11][CH2:10]1)[CH2:6][CH2:7][CH3:8].[NH4+].[Cl-]. (5) Reactant: Br[CH2:2][CH:3]1[CH2:5][CH2:4]1.CN1C(=O)CCC1.[NH2:13][C:14]1[N:15]=[C:16]([C:40]2[CH:45]=[CH:44][C:43]([F:46])=[CH:42][CH:41]=2)[C:17]2[C:26](=[O:27])[C:25]3[C:20](=[C:21]([C:28]4[CH:29]=[N:30][C:31]([N:34]5[CH2:39][CH2:38][NH:37][CH2:36][CH2:35]5)=[CH:32][CH:33]=4)[CH:22]=[CH:23][CH:24]=3)[C:18]=2[N:19]=1.CCN(C(C)C)C(C)C. Product: [NH2:13][C:14]1[N:15]=[C:16]([C:40]2[CH:45]=[CH:44][C:43]([F:46])=[CH:42][CH:41]=2)[C:17]2[C:26](=[O:27])[C:25]3[C:20](=[C:21]([C:28]4[CH:29]=[N:30][C:31]([N:34]5[CH2:35][CH2:36][N:37]([CH2:2][CH:3]6[CH2:5][CH2:4]6)[CH2:38][CH2:39]5)=[CH:32][CH:33]=4)[CH:22]=[CH:23][CH:24]=3)[C:18]=2[N:19]=1. The catalyst class is: 6. (6) Reactant: Br[CH:2]([C:18]1[CH:23]=[CH:22][CH:21]=[CH:20][CH:19]=1)[C:3]([C:5]1[C:13]2[C:8](=[CH:9][CH:10]=[C:11]([CH2:14][CH2:15][CH2:16][OH:17])[CH:12]=2)[NH:7][CH:6]=1)=[O:4].[CH3:24][O:25][C:26]1[CH:27]=[C:28]([CH:30]=[C:31]([O:33][CH3:34])[CH:32]=1)[NH2:29].C(N(CC)CC)C.Cl. Product: [CH3:34][O:33][C:31]1[CH:30]=[C:28]([NH:29][CH:2]([C:18]2[CH:23]=[CH:22][CH:21]=[CH:20][CH:19]=2)[C:3]([C:5]2[C:13]3[C:8](=[CH:9][CH:10]=[C:11]([CH2:14][CH2:15][CH2:16][OH:17])[CH:12]=3)[NH:7][CH:6]=2)=[O:4])[CH:27]=[C:26]([O:25][CH3:24])[CH:32]=1. The catalyst class is: 10. (7) Reactant: C([Si]([O:8]/[C:9](/[C:14]1[CH:19]=[CH:18][CH:17]=[C:16]([Cl:20])[CH:15]=1)=[CH:10]\[CH2:11][CH2:12][CH3:13])(C)C)(C)(C)C.CC[C@@H]1[C@@H]2C[C@H]([C@@H](OC3C4C(=CC=CC=4)C(O[C@@H](C4C=CN=C5C=4C=C(OC)C=C5)[C@@H]4N5C[C@H](CC)[C@@H](CC5)C4)=NN=3)C3C=CN=C4C=3C=C([O:42]C)C=C4)N(CC2)C1.CS(N)(=O)=O. Product: [Cl:20][C:16]1[CH:15]=[C:14]([C:9](=[O:8])[C@H:10]([OH:42])[CH2:11][CH2:12][CH3:13])[CH:19]=[CH:18][CH:17]=1. The catalyst class is: 371. (8) Reactant: [F:1][C:2]1[CH:7]=[CH:6][CH:5]=[CH:4][C:3]=1[CH2:8][C:9]([OH:11])=O.C(Cl)(=O)C(Cl)=O.[Br:18][C:19]1[CH:24]=[CH:23][C:22]([O:25]C)=[CH:21][CH:20]=1.[Al+3].[Cl-].[Cl-].[Cl-]. Product: [Br:18][C:19]1[CH:20]=[CH:21][C:22]([OH:25])=[C:23]([C:9](=[O:11])[CH2:8][C:3]2[CH:4]=[CH:5][CH:6]=[CH:7][C:2]=2[F:1])[CH:24]=1. The catalyst class is: 139. (9) Reactant: [Br:1][C:2]1[N:7]=[C:6]([C:8]([O:10][CH3:11])=[O:9])[C:5]([OH:12])=[CH:4][CH:3]=1.[CH:13]1[CH:18]=[CH:17][C:16]([CH2:19]Br)=[CH:15][CH:14]=1.C([O-])([O-])=O.[K+].[K+].O. Product: [CH2:19]([O:12][C:5]1[C:6]([C:8]([O:10][CH3:11])=[O:9])=[N:7][C:2]([Br:1])=[CH:3][CH:4]=1)[C:16]1[CH:17]=[CH:18][CH:13]=[CH:14][CH:15]=1. The catalyst class is: 1. (10) Reactant: C([O:3][C:4](=[O:36])[C:5]([CH3:35])([O:7][C:8]1[CH:13]=[CH:12][C:11]([O:14][CH2:15][C:16]2[C:17]([CH3:33])=[N:18][C:19]([C:22]3[CH:27]=[CH:26][C:25]([O:28][C:29]([F:32])([F:31])[F:30])=[CH:24][CH:23]=3)=[CH:20][CH:21]=2)=[CH:10][C:9]=1[CH3:34])[CH3:6])C.[OH-].[Na+]. Product: [CH3:35][C:5]([O:7][C:8]1[CH:13]=[CH:12][C:11]([O:14][CH2:15][C:16]2[C:17]([CH3:33])=[N:18][C:19]([C:22]3[CH:27]=[CH:26][C:25]([O:28][C:29]([F:31])([F:32])[F:30])=[CH:24][CH:23]=3)=[CH:20][CH:21]=2)=[CH:10][C:9]=1[CH3:34])([CH3:6])[C:4]([OH:36])=[O:3]. The catalyst class is: 242.